From a dataset of HIV replication inhibition screening data with 41,000+ compounds from the AIDS Antiviral Screen. Binary Classification. Given a drug SMILES string, predict its activity (active/inactive) in a high-throughput screening assay against a specified biological target. (1) The drug is Brc1ccc(C[N+]23CCN(CC2)CC3)cc1. The result is 0 (inactive). (2) The compound is Cc1cccc(N=Nc2c(C)nn(C(=O)CC(=O)Nc3ccccc3)c2C)c1. The result is 0 (inactive). (3) The molecule is O=C(O)CCCCCCCCCCOc1ccc(I)cc1. The result is 0 (inactive). (4) The drug is OC1OC(c2ccc[nH]2)C(F)(F)C(F)(F)C1(F)F. The result is 0 (inactive).